This data is from Reaction yield outcomes from USPTO patents with 853,638 reactions. The task is: Predict the reaction yield, written as a fraction of the theoretical maximum amount of product (1.0 means a 100% yield; for example, 0.34 means a 34% yield). The reactants are [NH:1]1[C:9]2[C:4](=[CH:5][CH:6]=[CH:7][CH:8]=2)[C:3]([C:10]2[C:18]3[C:13](=[CH:14][CH:15]=[CH:16][CH:17]=3)[N:12](S(C3C=CC(C)=CC=3)(=O)=O)[C:11]=2[C:29]([OH:31])=[O:30])=[CH:2]1.[Li+].[OH-]. The catalyst is C1COCC1.CO.O. The product is [NH:1]1[C:9]2[C:4](=[CH:5][CH:6]=[CH:7][CH:8]=2)[C:3]([C:10]2[C:18]3[C:13](=[CH:14][CH:15]=[CH:16][CH:17]=3)[NH:12][C:11]=2[C:29]([OH:31])=[O:30])=[CH:2]1. The yield is 0.780.